From a dataset of Full USPTO retrosynthesis dataset with 1.9M reactions from patents (1976-2016). Predict the reactants needed to synthesize the given product. Given the product [CH2:11]([NH:18][CH:7]1[CH2:8][CH2:9][C:4]2([CH2:3][O:2][CH2:1]2)[CH2:5][CH2:6]1)[C:12]1[CH:17]=[CH:16][CH:15]=[CH:14][CH:13]=1, predict the reactants needed to synthesize it. The reactants are: [CH2:1]1[C:4]2([CH2:9][CH2:8][C:7](=O)[CH2:6][CH2:5]2)[CH2:3][O:2]1.[CH2:11]([NH2:18])[C:12]1[CH:17]=[CH:16][CH:15]=[CH:14][CH:13]=1.C(O[BH-](OC(=O)C)OC(=O)C)(=O)C.[Na+].C(=O)([O-])O.[Na+].